Dataset: Forward reaction prediction with 1.9M reactions from USPTO patents (1976-2016). Task: Predict the product of the given reaction. (1) Given the reactants [C:1]([O:5][C:6]([N:8]1[C@@H:12]([C:13]([OH:22])([CH3:21])[CH2:14][C:15]2[CH:20]=[CH:19][CH:18]=[CH:17][CH:16]=2)[CH2:11][O:10][C:9]1([CH3:24])[CH3:23])=[O:7])([CH3:4])([CH3:3])[CH3:2].[Li].C[Si]([N-][Si](C)(C)C)(C)C.[CH:35]1[CH:40]=[CH:39][C:38]([O:41][C:42](Cl)=[S:43])=[CH:37][CH:36]=1, predict the reaction product. The product is: [C:1]([O:5][C:6]([N:8]1[C@@H:12]([C:13]([CH3:21])([O:22][C:42]([O:41][C:38]2[CH:39]=[CH:40][CH:35]=[CH:36][CH:37]=2)=[S:43])[CH2:14][C:15]2[CH:16]=[CH:17][CH:18]=[CH:19][CH:20]=2)[CH2:11][O:10][C:9]1([CH3:24])[CH3:23])=[O:7])([CH3:4])([CH3:2])[CH3:3]. (2) Given the reactants [Br:1][C:2]1[CH:3]=[C:4]2[C:9](=[CH:10][CH:11]=1)[C:8](=[O:12])[N:7]([CH2:13][C:14]1[CH:21]=[CH:20][C:17]([C:18]#[N:19])=[CH:16][CH:15]=1)[C:6]([C:22](=[O:25])[CH2:23][CH3:24])=[C:5]2[C:26]1[CH:31]=[CH:30][CH:29]=[CH:28][CH:27]=1.C[Sn]([N:36]=[N+:37]=[N-:38])(C)C.O.CO, predict the reaction product. The product is: [Br:1][C:2]1[CH:3]=[C:4]2[C:9](=[CH:10][CH:11]=1)[C:8](=[O:12])[N:7]([CH2:13][C:14]1[CH:21]=[CH:20][C:17]([C:18]3[NH:38][N:37]=[N:36][N:19]=3)=[CH:16][CH:15]=1)[C:6]([C:22](=[O:25])[CH2:23][CH3:24])=[C:5]2[C:26]1[CH:27]=[CH:28][CH:29]=[CH:30][CH:31]=1. (3) Given the reactants [Cl:1][C:2]1[CH:3]=[C:4]2[C:8](=[CH:9][CH:10]=1)[NH:7][C:6]([C:11]([NH:13][NH:14][C:15](=[O:24])[C:16]1[CH:21]=[CH:20][C:19]([F:22])=[CH:18][C:17]=1[NH2:23])=[O:12])=[CH:5]2.O.[C:26]1([CH3:36])[CH:31]=[CH:30][C:29]([S:32]([OH:35])(=[O:34])=[O:33])=[CH:28][CH:27]=1, predict the reaction product. The product is: [C:26]1([CH3:36])[CH:27]=[CH:28][C:29]([S:32]([OH:35])(=[O:33])=[O:34])=[CH:30][CH:31]=1.[Cl:1][C:2]1[CH:3]=[C:4]2[C:8](=[CH:9][CH:10]=1)[NH:7][C:6]([C:11]([NH:13][NH:14][C:15](=[O:24])[C:16]1[CH:21]=[CH:20][C:19]([F:22])=[CH:18][C:17]=1[NH2:23])=[O:12])=[CH:5]2. (4) The product is: [F:11][C:12]1[CH:20]=[CH:19][CH:18]=[C:17]2[C:13]=1[CH:14]=[N:15][NH:16]2. Given the reactants CC1C=C(N)C(N)=CC=1C.[F:11][C:12]1[CH:20]=[CH:19][CH:18]=[C:17]2[C:13]=1[C:14](C=O)=[N:15][NH:16]2, predict the reaction product. (5) Given the reactants C([Li])CCC.Br[C:7]1[CH:12]=[CH:11][C:10]([N:13]2[CH:17]=[CH:16][CH:15]=[N:14]2)=[CH:9][C:8]=1[CH3:18].C[O:20][B:21](OC)[O:22]C.Cl.[OH-].[Na+].P([O-])(O)(O)=O.[Na+], predict the reaction product. The product is: [CH3:18][C:8]1[CH:9]=[C:10]([N:13]2[CH:17]=[CH:16][CH:15]=[N:14]2)[CH:11]=[CH:12][C:7]=1[B:21]([OH:22])[OH:20]. (6) Given the reactants [CH3:1][O:2][C:3]1[CH:12]=[CH:11][C:10]2[NH:9][C:8](=[O:13])[C:7]3[S:14][CH:15]=[CH:16][C:6]=3[C:5]=2[C:4]=1[C:17]1[CH:22]=[CH:21][C:20]([CH2:23][CH2:24][C:25]#[N:26])=[CH:19][CH:18]=1.B, predict the reaction product. The product is: [NH2:26][CH2:25][CH2:24][CH2:23][C:20]1[CH:19]=[CH:18][C:17]([C:4]2[C:5]3[C:6]4[CH:16]=[CH:15][S:14][C:7]=4[C:8](=[O:13])[NH:9][C:10]=3[CH:11]=[CH:12][C:3]=2[O:2][CH3:1])=[CH:22][CH:21]=1. (7) The product is: [CH:32]([N:14]([CH2:13][C@H:11]1[C@H:10]([NH:35][S:43]([CH2:42][C:36]2[CH:41]=[CH:40][CH:39]=[CH:38][CH:37]=2)(=[O:45])=[O:44])[CH2:9][NH:8][CH2:12]1)[C:15]([C:17]1[CH:25]=[C:24]2[C:20]([C:21]([CH3:31])=[CH:22][N:23]2[CH2:26][CH2:27][CH2:28][O:29][CH3:30])=[CH:19][CH:18]=1)=[O:16])([CH3:34])[CH3:33]. Given the reactants C(OC([N:8]1[CH2:12][C@@H:11]([CH2:13][N:14]([CH:32]([CH3:34])[CH3:33])[C:15]([C:17]2[CH:25]=[C:24]3[C:20]([C:21]([CH3:31])=[CH:22][N:23]3[CH2:26][CH2:27][CH2:28][O:29][CH3:30])=[CH:19][CH:18]=2)=[O:16])[C@H:10]([NH2:35])[CH2:9]1)=O)(C)(C)C.[C:36]1([CH2:42][S:43](Cl)(=[O:45])=[O:44])[CH:41]=[CH:40][CH:39]=[CH:38][CH:37]=1.CC#N.O.CC#N, predict the reaction product.